This data is from Forward reaction prediction with 1.9M reactions from USPTO patents (1976-2016). The task is: Predict the product of the given reaction. (1) Given the reactants [Cl:1][C:2]1[CH:3]=[C:4]([N:9]2[C:13](=[O:14])[C@@:12]([CH2:21][OH:22])([C:15]3[CH:20]=[CH:19][CH:18]=[CH:17][CH:16]=3)[NH:11][C:10]2=[O:23])[CH:5]=[CH:6][C:7]=1[Cl:8].[C:24](=O)([O-])[O-].[K+].[K+].COS(OC)(=O)=O, predict the reaction product. The product is: [Cl:1][C:2]1[CH:3]=[C:4]([N:9]2[C:13](=[O:14])[C@@:12]([CH2:21][OH:22])([C:15]3[CH:20]=[CH:19][CH:18]=[CH:17][CH:16]=3)[N:11]([CH3:24])[C:10]2=[O:23])[CH:5]=[CH:6][C:7]=1[Cl:8]. (2) Given the reactants Cl[C:2]1[CH:9]=[CH:8][C:5]([C:6]#[N:7])=[CH:4][CH:3]=1.[CH2:10]([NH:14][CH2:15][CH2:16][CH2:17][CH3:18])[CH2:11][CH2:12][CH3:13].[O-]P([O-])([O-])=O.[K+].[K+].[K+], predict the reaction product. The product is: [CH2:10]([N:14]([CH2:15][CH2:16][CH2:17][CH3:18])[C:2]1[CH:9]=[CH:8][C:5]([C:6]#[N:7])=[CH:4][CH:3]=1)[CH2:11][CH2:12][CH3:13].